Dataset: Catalyst prediction with 721,799 reactions and 888 catalyst types from USPTO. Task: Predict which catalyst facilitates the given reaction. (1) Reactant: [C:1]([C:4]1[C:34](=[O:35])[C@@:8]2([CH3:36])[C:9]3[C:15]([OH:16])=[CH:14][C:13]([O:17][CH3:18])=[C:12]([C:19]([NH:21][CH2:22][C:23]4[C:32]5[C:27](=[CH:28][CH:29]=[CH:30][CH:31]=5)[CH:26]=[CH:25][C:24]=4[CH3:33])=[O:20])[C:10]=3[O:11][C:7]2=[CH:6][C:5]=1[OH:37])(=O)[CH3:2].Cl.[CH2:39]([O:41][NH2:42])[CH3:40].C(=O)(O)[O-].[Na+]. Product: [CH2:39]([O:41]/[N:42]=[C:1](/[C:4]1[C:34](=[O:35])[C@@:8]2([CH3:36])[C:9]3[C:15]([OH:16])=[CH:14][C:13]([O:17][CH3:18])=[C:12]([C:19]([NH:21][CH2:22][C:23]4[C:32]5[C:27](=[CH:28][CH:29]=[CH:30][CH:31]=5)[CH:26]=[CH:25][C:24]=4[CH3:33])=[O:20])[C:10]=3[O:11][C:7]2=[CH:6][C:5]=1[OH:37])\[CH3:2])[CH3:40]. The catalyst class is: 83. (2) Reactant: CS(C)=O.[CH2:5]([O:12][C:13]1[CH:18]=[CH:17][C:16]([C:19]2[N:28]([CH2:29][O:30][CH2:31][CH2:32][Si:33]([CH3:36])([CH3:35])[CH3:34])[C:22]3[N:23]=[CH:24][N:25]=[C:26](Cl)[C:21]=3[CH:20]=2)=[CH:15][CH:14]=1)[C:6]1[CH:11]=[CH:10][CH:9]=[CH:8][CH:7]=1.[H-].[Na+].[NH2:39][C:40]1[CH:45]=[CH:44][C:43]([OH:46])=[CH:42][C:41]=1[Cl:47]. Product: [CH2:5]([O:12][C:13]1[CH:14]=[CH:15][C:16]([C:19]2[N:28]([CH2:29][O:30][CH2:31][CH2:32][Si:33]([CH3:35])([CH3:36])[CH3:34])[C:22]3[N:23]=[CH:24][N:25]=[C:26]([O:46][C:43]4[CH:44]=[CH:45][C:40]([NH2:39])=[C:41]([Cl:47])[CH:42]=4)[C:21]=3[CH:20]=2)=[CH:17][CH:18]=1)[C:6]1[CH:11]=[CH:10][CH:9]=[CH:8][CH:7]=1. The catalyst class is: 6.